This data is from Forward reaction prediction with 1.9M reactions from USPTO patents (1976-2016). The task is: Predict the product of the given reaction. (1) Given the reactants [CH2:1]([OH:11])[CH2:2][CH2:3][CH2:4][CH2:5][CH2:6][CH2:7][CH2:8][C:9]#[CH:10].Br[CH2:13][C:14]#[C:15][CH2:16][C:17]#[C:18][CH2:19][CH3:20].[I-].[Na+].C(=O)([O-])[O-].[K+].[K+], predict the reaction product. The product is: [CH2:1]([OH:11])[CH2:2][CH2:3][CH2:4][CH2:5][CH2:6][CH2:7][CH2:8][C:9]#[C:10][CH2:13][C:14]#[C:15][CH2:16][C:17]#[C:18][CH2:19][CH3:20]. (2) Given the reactants Cl.[NH:2]1[CH2:7][CH2:6][CH2:5][C@@H:4]([NH:8][C:9]([C:11]2[C:15]3[N:16]=[CH:17][N:18]=[C:19]([C:20]4[CH:25]=[C:24]([F:26])[C:23]([O:27][CH3:28])=[CH:22][C:21]=4[O:29][CH2:30][CH:31]4[CH2:33][CH2:32]4)[C:14]=3[NH:13][CH:12]=2)=[O:10])[CH2:3]1.[CH3:34][O:35][CH2:36][C:37](Cl)=[O:38], predict the reaction product. The product is: [CH3:34][O:35][CH2:36][C:37]([N:2]1[CH2:7][CH2:6][CH2:5][C@@H:4]([NH:8][C:9]([C:11]2[C:15]3[N:16]=[CH:17][N:18]=[C:19]([C:20]4[CH:25]=[C:24]([F:26])[C:23]([O:27][CH3:28])=[CH:22][C:21]=4[O:29][CH2:30][CH:31]4[CH2:32][CH2:33]4)[C:14]=3[NH:13][CH:12]=2)=[O:10])[CH2:3]1)=[O:38].